This data is from Reaction yield outcomes from USPTO patents with 853,638 reactions. The task is: Predict the reaction yield, written as a fraction of the theoretical maximum amount of product (1.0 means a 100% yield; for example, 0.34 means a 34% yield). (1) The reactants are [Br:1][C:2]1[CH:10]=[C:9]2[C:5]([CH2:6][CH2:7][CH:8]2O)=[CH:4][CH:3]=1.[NH:12]1[CH2:16][CH2:15][CH2:14][CH2:13]1. No catalyst specified. The product is [Br:1][C:2]1[CH:10]=[C:9]2[C:5]([CH2:6][CH2:7][CH:8]2[N:12]2[CH2:16][CH2:15][CH2:14][CH2:13]2)=[CH:4][CH:3]=1. The yield is 0.520. (2) The reactants are [CH3:1][C:2]1[CH:3]=[CH:4][C:5]([CH2:8]O)=[N:6][CH:7]=1.S(Cl)([Cl:12])=O. No catalyst specified. The product is [Cl:12][CH2:8][C:5]1[CH:4]=[CH:3][C:2]([CH3:1])=[CH:7][N:6]=1. The yield is 0.730. (3) The reactants are Cl[C:2]1[CH:11]=[CH:10][C:9]2[C:4](=[C:5]([C:12]3[CH:17]=[CH:16][C:15]([C:18]4[CH:19]=[N:20][N:21]([CH3:23])[CH:22]=4)=[CH:14][CH:13]=3)[CH:6]=[N:7][CH:8]=2)[N:3]=1.[C:24]([NH2:27])(=[O:26])[CH3:25].CC1(C)C2C(=C(P(C3C=CC=CC=3)C3C=CC=CC=3)C=CC=2)OC2C(P(C3C=CC=CC=3)C3C=CC=CC=3)=CC=CC1=2.C(=O)([O-])[O-].[Cs+].[Cs+]. The catalyst is O1CCOCC1.C([O-])(=O)C.C([O-])(=O)C.[Pd+2]. The product is [CH3:23][N:21]1[CH:22]=[C:18]([C:15]2[CH:16]=[CH:17][C:12]([C:5]3[CH:6]=[N:7][CH:8]=[C:9]4[C:4]=3[N:3]=[C:2]([NH:27][C:24](=[O:26])[CH3:25])[CH:11]=[CH:10]4)=[CH:13][CH:14]=2)[CH:19]=[N:20]1. The yield is 0.720. (4) The reactants are Cl[C:2]1[N:10]=[C:9]2[C:5]([N:6]=[C:7]([CH:12]=[O:13])[N:8]2[CH3:11])=[C:4]([N:14]2[CH2:19][CH2:18][O:17][CH2:16][CH2:15]2)[N:3]=1.[CH:20]1([C:23]2[NH:24][C:25]3[CH:31]=[CH:30][CH:29]=[CH:28][C:26]=3[N:27]=2)[CH2:22][CH2:21]1.CC(C1C=C(C(C)C)C(C2C=CC=CC=2P(C2CCCCC2)C2CCCCC2)=C(C(C)C)C=1)C.C([O-])([O-])=O.[Cs+].[Cs+]. The catalyst is O1CCOCC1.CN(C=O)C.C1C=CC(/C=C/C(/C=C/C2C=CC=CC=2)=O)=CC=1.C1C=CC(/C=C/C(/C=C/C2C=CC=CC=2)=O)=CC=1.C1C=CC(/C=C/C(/C=C/C2C=CC=CC=2)=O)=CC=1.[Pd].[Pd]. The product is [CH:20]1([C:23]2[N:24]([C:2]3[N:10]=[C:9]4[C:5]([N:6]=[C:7]([CH:12]=[O:13])[N:8]4[CH3:11])=[C:4]([N:14]4[CH2:19][CH2:18][O:17][CH2:16][CH2:15]4)[N:3]=3)[C:25]3[CH:31]=[CH:30][CH:29]=[CH:28][C:26]=3[N:27]=2)[CH2:22][CH2:21]1. The yield is 0.890. (5) The reactants are Br[C:2]1[CH:7]=[N:6][CH:5]=[C:4]2[N:8]([C:11]([O:13][C:14]([CH3:17])([CH3:16])[CH3:15])=[O:12])[CH:9]=[CH:10][C:3]=12.C([O-])(=O)C.[K+].B1(B2OC(C)(C)C(C)(C)O2)OC(C)(C)C(C)(C)O1.Cl[C:42]1[N:47]=[C:46]([N:48]2[CH2:53][CH2:52][O:51][CH2:50][C@H:49]2[CH3:54])[CH:45]=[C:44]([C:55]2([S:58]([CH3:61])(=[NH:60])=[O:59])[CH2:57][CH2:56]2)[N:43]=1.C(=O)([O-])[O-].[Na+].[Na+]. The catalyst is O1CCOCC1.C1C=CC(P(C2C=CC=CC=2)[C-]2C=CC=C2)=CC=1.C1C=CC(P(C2C=CC=CC=2)[C-]2C=CC=C2)=CC=1.Cl[Pd]Cl.[Fe+2].Cl[Pd](Cl)([P](C1C=CC=CC=1)(C1C=CC=CC=1)C1C=CC=CC=1)[P](C1C=CC=CC=1)(C1C=CC=CC=1)C1C=CC=CC=1. The product is [CH3:54][C@H:49]1[N:48]([C:46]2[CH:45]=[C:44]([C:55]3([S:58]([CH3:61])(=[NH:60])=[O:59])[CH2:57][CH2:56]3)[N:43]=[C:42]([C:2]3[CH:7]=[N:6][CH:5]=[C:4]4[N:8]([C:11]([O:13][C:14]([CH3:17])([CH3:16])[CH3:15])=[O:12])[CH:9]=[CH:10][C:3]=34)[N:47]=2)[CH2:53][CH2:52][O:51][CH2:50]1. The yield is 0.460. (6) The reactants are [CH:1]([C:3]1[CH:4]=[C:5]([CH:8]=[CH:9][CH:10]=1)[CH:6]=[O:7])=[CH2:2].Br[C:12]1[CH:22]=[CH:21][C:15]2[O:16][C:17]([F:20])([F:19])[O:18][C:14]=2[CH:13]=1.C([O-])([O-])=O.[K+].[K+]. The catalyst is CN1C(=O)CCC1.CC([O-])=O.CC([O-])=O.[Pd+2].CN(C)CC(O)=O. The product is [F:20][C:17]1([F:19])[O:16][C:15]2[CH:21]=[CH:22][C:12](/[CH:2]=[CH:1]/[C:3]3[CH:4]=[C:5]([CH:8]=[CH:9][CH:10]=3)[CH:6]=[O:7])=[CH:13][C:14]=2[O:18]1. The yield is 0.740. (7) The reactants are [CH:1]([C:3]1[CH:4]=[C:5]([C:21]2[CH:26]=[CH:25][CH:24]=[CH:23][CH:22]=2)[N:6]([S:8]([C:11]2[CH:20]=[CH:19][CH:18]=[CH:17][C:12]=2[C:13]([O:15][CH3:16])=[O:14])(=[O:10])=[O:9])[CH:7]=1)=O.CO.[CH3:29][NH2:30].[BH4-].[Na+].O. The catalyst is CO. The product is [CH3:29][NH:30][CH2:1][C:3]1[CH:4]=[C:5]([C:21]2[CH:26]=[CH:25][CH:24]=[CH:23][CH:22]=2)[N:6]([S:8]([C:11]2[CH:20]=[CH:19][CH:18]=[CH:17][C:12]=2[C:13]([O:15][CH3:16])=[O:14])(=[O:10])=[O:9])[CH:7]=1. The yield is 0.680. (8) The reactants are [OH:1][C:2]1[C:11]2[C:6](=[N:7][C:8]([CH3:12])=[CH:9][CH:10]=2)[N:5]=[CH:4][C:3]=1[C:13]([OH:15])=O.[Cl:16][C:17]1[CH:24]=[CH:23][C:20]([CH2:21][NH2:22])=[CH:19][CH:18]=1.P(Cl)(Cl)Cl. The catalyst is O. The product is [Cl:16][C:17]1[CH:24]=[CH:23][C:20]([CH2:21][NH:22][C:13]([C:3]2[CH:4]=[N:5][C:6]3[C:11]([C:2]=2[OH:1])=[CH:10][CH:9]=[C:8]([CH3:12])[N:7]=3)=[O:15])=[CH:19][CH:18]=1. The yield is 0.0500. (9) The reactants are [NH2:1][C:2]1[CH:3]=[CH:4][C:5]([OH:25])=[C:6]([CH:24]=1)[C:7]([NH:9][C:10]1[CH:15]=[C:14]([C:16]([F:19])([F:18])[F:17])[CH:13]=[C:12]([C:20]([F:23])([F:22])[F:21])[CH:11]=1)=[O:8].N1C=CC=CC=1.O1CCCC1.[C:37](Cl)(=[O:44])[C:38]1[CH:43]=[CH:42][CH:41]=[CH:40][CH:39]=1. The catalyst is O. The product is [C:37]([NH:1][C:2]1[CH:3]=[CH:4][C:5]([OH:25])=[C:6]([CH:24]=1)[C:7]([NH:9][C:10]1[CH:11]=[C:12]([C:20]([F:21])([F:22])[F:23])[CH:13]=[C:14]([C:16]([F:17])([F:18])[F:19])[CH:15]=1)=[O:8])(=[O:44])[C:38]1[CH:43]=[CH:42][CH:41]=[CH:40][CH:39]=1. The yield is 0.257.